From a dataset of Experimentally validated miRNA-target interactions with 360,000+ pairs, plus equal number of negative samples. Binary Classification. Given a miRNA mature sequence and a target amino acid sequence, predict their likelihood of interaction. The miRNA is rno-let-7a-5p with sequence UGAGGUAGUAGGUUGUAUAGUU. The protein sequence of the target gene is MEPEQMLEGQTQVAENPHSEYGLTDNVERIVENEKINAEKSSKQKVDLQSLPTRAYLDQTVVPILLQGLAVLAKERPPNPIEFLASYLLKNKAQFEDRN. Result: 0 (no interaction).